From a dataset of Reaction yield outcomes from USPTO patents with 853,638 reactions. Predict the reaction yield, written as a fraction of the theoretical maximum amount of product (1.0 means a 100% yield; for example, 0.34 means a 34% yield). (1) The reactants are [OH:1][CH2:2][CH:3]1[CH2:8][N:7]2[N:9]=[C:10]([I:17])[C:11]([C:12]([O:14][CH2:15][CH3:16])=[O:13])=[C:6]2[C:5](=[O:18])[NH:4]1.N1C=CN=C1.[CH3:24][C:25]([Si:28](Cl)([CH3:30])[CH3:29])([CH3:27])[CH3:26]. The catalyst is C(Cl)Cl.CN(C1C=CN=CC=1)C.O. The product is [Si:28]([O:1][CH2:2][CH:3]1[CH2:8][N:7]2[N:9]=[C:10]([I:17])[C:11]([C:12]([O:14][CH2:15][CH3:16])=[O:13])=[C:6]2[C:5](=[O:18])[NH:4]1)([C:25]([CH3:27])([CH3:26])[CH3:24])([CH3:30])[CH3:29]. The yield is 0.690. (2) The reactants are [CH3:1][NH2:2].[CH3:3][O:4][C:5]1[C:10]2[C:11](=O)[O:12]C(=O)[NH:14][C:9]=2[CH:8]=[CH:7][CH:6]=1. The catalyst is O.CCOC(C)=O. The product is [NH2:14][C:9]1[CH:8]=[CH:7][CH:6]=[C:5]([O:4][CH3:3])[C:10]=1[C:11]([NH:2][CH3:1])=[O:12]. The yield is 0.700. (3) The reactants are [CH3:1][C:2]1[CH:18]=[CH:17][C:5](/[CH:6]=[CH:7]/[C:8]2[S:9][CH:10]=[CH:11][C:12]=2[S:13](Cl)(=[O:15])=[O:14])=[CH:4][CH:3]=1.[NH2:19][C:20]1[O:24][N:23]=[C:22]([CH3:25])[C:21]=1[Br:26]. No catalyst specified. The product is [Br:26][C:21]1[C:22]([CH3:25])=[N:23][O:24][C:20]=1[NH:19][S:13]([C:12]1[CH:11]=[CH:10][S:9][C:8]=1/[CH:7]=[CH:6]/[C:5]1[CH:17]=[CH:18][C:2]([CH3:1])=[CH:3][CH:4]=1)(=[O:15])=[O:14]. The yield is 0.340. (4) The reactants are [CH3:1][C:2]1[CH:7]=[CH:6][C:5]([S:8]([O:11][CH2:12][CH:13]2[CH2:17][C:16]3[CH:18]=[CH:19][CH:20]=[C:21](OS(C(F)(F)F)(=O)=O)[C:15]=3[O:14]2)(=[O:10])=[O:9])=[CH:4][CH:3]=1.[F:30][C:31]([F:46])([F:45])[C:32]1[CH:33]=[C:34](B(O)O)[CH:35]=[C:36]([C:38]([F:41])([F:40])[F:39])[CH:37]=1.P([O-])([O-])([O-])=O.[K+].[K+].[K+]. The catalyst is O1CCOCC1.C(OCC)C.C1C=CC([P]([Pd]([P](C2C=CC=CC=2)(C2C=CC=CC=2)C2C=CC=CC=2)([P](C2C=CC=CC=2)(C2C=CC=CC=2)C2C=CC=CC=2)[P](C2C=CC=CC=2)(C2C=CC=CC=2)C2C=CC=CC=2)(C2C=CC=CC=2)C2C=CC=CC=2)=CC=1. The product is [CH3:1][C:2]1[CH:3]=[CH:4][C:5]([S:8]([O:11][CH2:12][CH:13]2[CH2:17][C:16]3[CH:18]=[CH:19][CH:20]=[C:21]([C:34]4[CH:35]=[C:36]([C:38]([F:41])([F:39])[F:40])[CH:37]=[C:32]([C:31]([F:30])([F:46])[F:45])[CH:33]=4)[C:15]=3[O:14]2)(=[O:9])=[O:10])=[CH:6][CH:7]=1. The yield is 0.660. (5) The reactants are [F:1][C:2]1[C:3]([CH2:14][N:15]([CH3:23])[C:16](=[O:22])[O:17][C:18]([CH3:21])([CH3:20])[CH3:19])=[CH:4][NH:5][C:6]=1[C:7]1[C:8]([F:13])=[N:9][CH:10]=[CH:11][CH:12]=1.[H-].[Na+].C1OCCOCCOCCOCCOC1.[CH:41]1([S:47](Cl)(=[O:49])=[O:48])[CH2:46][CH2:45][CH2:44][CH2:43][CH2:42]1. The catalyst is O1CCCC1.O. The product is [CH:41]1([S:47]([N:5]2[C:6]([C:7]3[C:8]([F:13])=[N:9][CH:10]=[CH:11][CH:12]=3)=[C:2]([F:1])[C:3]([CH2:14][N:15]([CH3:23])[C:16](=[O:22])[O:17][C:18]([CH3:19])([CH3:20])[CH3:21])=[CH:4]2)(=[O:49])=[O:48])[CH2:46][CH2:45][CH2:44][CH2:43][CH2:42]1. The yield is 0.890. (6) The reactants are C([NH:20][C:21]1[CH:22]=[C:23]([CH2:27][CH2:28]OS(C2C=CC([N+]([O-])=O)=CC=2)(=O)=O)[CH:24]=[CH:25][CH:26]=1)(C1C=CC=CC=1)(C1C=CC=CC=1)C1C=CC=CC=1.[CH2:42]([NH:49][CH2:50][C@@H:51]([C:60]1[CH:69]=[CH:68][C:67]([O:70][CH2:71][C:72]2[CH:77]=[CH:76][CH:75]=[CH:74][CH:73]=2)=[C:66]2[C:61]=1[CH:62]=[CH:63][C:64](=[O:78])[NH:65]2)[O:52][Si:53]([C:56]([CH3:59])([CH3:58])[CH3:57])([CH3:55])[CH3:54])[C:43]1[CH:48]=[CH:47][CH:46]=[CH:45][CH:44]=1.C(=O)(O)[O-].[Na+].Cl. The catalyst is C(#N)C.CCOC(C)=O.O. The product is [NH2:20][C:21]1[CH:22]=[C:23]([CH2:27][CH2:28][N:49]([CH2:42][C:43]2[CH:48]=[CH:47][CH:46]=[CH:45][CH:44]=2)[CH2:50][C@@H:51]([C:60]2[CH:69]=[CH:68][C:67]([O:70][CH2:71][C:72]3[CH:73]=[CH:74][CH:75]=[CH:76][CH:77]=3)=[C:66]3[C:61]=2[CH:62]=[CH:63][C:64](=[O:78])[NH:65]3)[O:52][Si:53]([C:56]([CH3:59])([CH3:58])[CH3:57])([CH3:55])[CH3:54])[CH:24]=[CH:25][CH:26]=1. The yield is 0.680. (7) The reactants are [CH2:1]([C:3]1[CH:8]=[CH:7][CH:6]=[CH:5][N:4]=1)[CH3:2].C(OOC(=O)C1C=CC=CC=1)(=O)C1C=CC=CC=1.[Br:27]N1C(=O)CCC1=O. The catalyst is C(Cl)(Cl)(Cl)Cl. The product is [Br:27][CH:1]([C:3]1[CH:8]=[CH:7][CH:6]=[CH:5][N:4]=1)[CH3:2]. The yield is 0.499.